From a dataset of Forward reaction prediction with 1.9M reactions from USPTO patents (1976-2016). Predict the product of the given reaction. (1) Given the reactants [OH:1][C@@H:2]([C@H:4]1[C:24](=[O:25])[N:6]2[C:7]([C:21]([O-:23])=[O:22])=[C:8]([S:11]/[CH:12]=[CH:13]\[C:14]3[S:18][CH:17]=[N:16][C:15]=3[CH2:19][OH:20])[C@H:9]([CH3:10])[C@H:5]12)[CH3:3].[Na+].[C:27]([O:32][CH2:33]I)(=[O:31])[CH:28]([CH3:30])[CH3:29], predict the reaction product. The product is: [OH:1][C@@H:2]([C@H:4]1[C:24](=[O:25])[N:6]2[C:7]([C:21]([O:23][CH2:33][O:32][C:27](=[O:31])[CH:28]([CH3:30])[CH3:29])=[O:22])=[C:8]([S:11]/[CH:12]=[CH:13]\[C:14]3[S:18][CH:17]=[N:16][C:15]=3[CH2:19][OH:20])[C@H:9]([CH3:10])[C@H:5]12)[CH3:3]. (2) Given the reactants [CH3:1][C:2]1([CH3:18])[C:6]([CH3:8])([CH3:7])[O:5][B:4]([C:9]2[CH:10]=[CH:11][C:12]3[N:16]=[N:15][NH:14][C:13]=3[CH:17]=2)[O:3]1.[C:19](Cl)([C:32]1[CH:37]=[CH:36][CH:35]=[CH:34][CH:33]=1)([C:26]1[CH:31]=[CH:30][CH:29]=[CH:28][CH:27]=1)[C:20]1[CH:25]=[CH:24][CH:23]=[CH:22][CH:21]=1.C(N(CC)CC)C, predict the reaction product. The product is: [CH3:8][C:6]1([CH3:7])[C:2]([CH3:18])([CH3:1])[O:3][B:4]([C:9]2[CH:10]=[CH:11][C:12]3[N:16]=[N:15][N:14]([C:19]([C:20]4[CH:25]=[CH:24][CH:23]=[CH:22][CH:21]=4)([C:32]4[CH:33]=[CH:34][CH:35]=[CH:36][CH:37]=4)[C:26]4[CH:27]=[CH:28][CH:29]=[CH:30][CH:31]=4)[C:13]=3[CH:17]=2)[O:5]1. (3) The product is: [CH3:34][O:33][N:32]([CH3:31])[C:6](=[O:7])[C:5]1[CH:9]=[CH:10][CH:11]=[C:3]([S:2][CH3:1])[CH:4]=1. Given the reactants [CH3:1][S:2][C:3]1[CH:4]=[C:5]([CH:9]=[CH:10][CH:11]=1)[C:6](O)=[O:7].C(N1C=CN=C1)(N1C=CN=C1)=O.C(N(CC)CC)C.[CH3:31][NH:32][O:33][CH3:34], predict the reaction product. (4) Given the reactants Cl[CH2:2][C:3]1[CH:8]=[CH:7][C:6]([C:9]2[C:10]([NH:15][S:16]([C:19]3[CH:24]=[CH:23][CH:22]=[CH:21][C:20]=3[C:25]([F:28])([F:27])[F:26])(=[O:18])=[O:17])=[N:11][CH:12]=[CH:13][N:14]=2)=[CH:5][CH:4]=1.[NH:29]1[C:37]2[C:32](=[CH:33][CH:34]=[CH:35][CH:36]=2)[CH:31]=[CH:30]1.CC(C)([O-])C.[K+].C(O)(=O)CC(CC(O)=O)(C(O)=O)O, predict the reaction product. The product is: [N:29]1([CH2:2][C:3]2[CH:8]=[CH:7][C:6]([C:9]3[C:10]([NH:15][S:16]([C:19]4[CH:24]=[CH:23][CH:22]=[CH:21][C:20]=4[C:25]([F:28])([F:27])[F:26])(=[O:18])=[O:17])=[N:11][CH:12]=[CH:13][N:14]=3)=[CH:5][CH:4]=2)[C:37]2[C:32](=[CH:33][CH:34]=[CH:35][CH:36]=2)[CH:31]=[CH:30]1. (5) Given the reactants [CH3:1][C:2]1[N:3]=[CH:4][O:5][C:6]=1[C:7]1[CH2:12][CH2:11][C@@H:10]([C:13]([CH3:15])=[CH2:14])[CH2:9][CH:8]=1.[Li+].C[Si]([N-][Si](C)(C)C)(C)C.[Cl:26]C(Cl)(Cl)C(Cl)(Cl)Cl, predict the reaction product. The product is: [Cl:26][C:4]1[O:5][C:6]([C:7]2[CH2:12][CH2:11][C@@H:10]([C:13]([CH3:15])=[CH2:14])[CH2:9][CH:8]=2)=[C:2]([CH3:1])[N:3]=1. (6) Given the reactants Br[C:2]1[CH:3]=[C:4]2[C:12](=[CH:13][CH:14]=1)[N:11]([CH:15]([CH3:17])[CH3:16])[C:10]1[C:9]([CH3:18])=[CH:8][C:7]([N+:19]([O-])=O)=[C:6]([CH3:22])[C:5]2=1, predict the reaction product. The product is: [NH2:19][C:7]1[CH:8]=[C:9]([CH3:18])[C:10]2[N:11]([CH:15]([CH3:16])[CH3:17])[C:12]3[C:4]([C:5]=2[C:6]=1[CH3:22])=[CH:3][CH:2]=[CH:14][CH:13]=3. (7) Given the reactants C(N(CC)CC)C.[N:8]1[CH:13]=[CH:12][C:11]([CH:14]=O)=[CH:10][CH:9]=1.Cl.[NH2:17][CH2:18][CH2:19][C:20]1[CH:37]=[CH:36][C:23]2[N:24]([CH2:34][CH3:35])[C:25](=[O:33])[C:26]([CH3:32])([CH3:31])[C:27](=[O:30])[N:28]([CH3:29])[C:22]=2[CH:21]=1.[BH4-].[Na+], predict the reaction product. The product is: [CH2:34]([N:24]1[C:25](=[O:33])[C:26]([CH3:32])([CH3:31])[C:27](=[O:30])[N:28]([CH3:29])[C:22]2[CH:21]=[C:20]([CH2:19][CH2:18][NH:17][CH2:14][C:11]3[CH:10]=[CH:9][N:8]=[CH:13][CH:12]=3)[CH:37]=[CH:36][C:23]1=2)[CH3:35].